This data is from Full USPTO retrosynthesis dataset with 1.9M reactions from patents (1976-2016). The task is: Predict the reactants needed to synthesize the given product. The reactants are: BrC1C(N2CCN(C(NC3C=CC=CC=3)=O)CC2)=C2N=C(C3C=CC(N(C)C)=CC=3)NC2=NC=1.[Br:35][C:36]1[C:37]([N:46]2[CH2:51][CH2:50][N:49]([CH2:52][C:53]3[CH:54]=[N:55][CH:56]=[CH:57][CH:58]=3)[CH2:48][CH2:47]2)=[C:38]([N+:43]([O-])=O)[C:39]([NH2:42])=[N:40][CH:41]=1.[O-]S(S([O-])=O)=O.[Na+].[Na+].[CH:67]([C:69]1[CH:88]=[CH:87][C:72]([CH2:73][N:74]2[CH2:79][CH2:78][N:77]([C:80]([O:82][C:83]([CH3:86])([CH3:85])[CH3:84])=[O:81])[CH2:76][CH2:75]2)=[CH:71][CH:70]=1)=O. Given the product [Br:35][C:36]1[C:37]([N:46]2[CH2:51][CH2:50][N:49]([CH2:52][C:53]3[CH:54]=[N:55][CH:56]=[CH:57][CH:58]=3)[CH2:48][CH2:47]2)=[C:38]2[N:43]=[C:67]([C:69]3[CH:70]=[CH:71][C:72]([CH2:73][N:74]4[CH2:75][CH2:76][N:77]([C:80]([O:82][C:83]([CH3:84])([CH3:86])[CH3:85])=[O:81])[CH2:78][CH2:79]4)=[CH:87][CH:88]=3)[NH:42][C:39]2=[N:40][CH:41]=1, predict the reactants needed to synthesize it.